This data is from Reaction yield outcomes from USPTO patents with 853,638 reactions. The task is: Predict the reaction yield, written as a fraction of the theoretical maximum amount of product (1.0 means a 100% yield; for example, 0.34 means a 34% yield). (1) The reactants are [C:1]([O:5][C:6]([N:8]1[CH2:17][CH2:16][C:15]2[C:10](=[CH:11][CH:12]=[CH:13][C:14]=2/[CH:18]=[CH:19]/[C:20]([OH:22])=[O:21])[CH2:9]1)=[O:7])([CH3:4])([CH3:3])[CH3:2]. The catalyst is CO.[Pd]. The product is [C:1]([O:5][C:6]([N:8]1[CH2:17][CH2:16][C:15]2[C:10](=[CH:11][CH:12]=[CH:13][C:14]=2[CH2:18][CH2:19][C:20]([OH:22])=[O:21])[CH2:9]1)=[O:7])([CH3:4])([CH3:2])[CH3:3]. The yield is 0.910. (2) The reactants are [CH3:1][CH2:2][C:3]1[CH2:22][N:20]2[CH2:21][C@@H:5]([CH2:6][C@:7]([C:56]([O:58][CH3:59])=[O:57])([C:23]3[CH:24]=[C:25]4[C@:33]56[C@@H:37]7[C@:38]([CH2:53][CH3:54])([C@@H:42]([O:49][C:50]([CH3:52])=[O:51])[C@:43]([OH:48])([C:44]([O:46][CH3:47])=[O:45])[C@@H:32]5[N:31]([CH3:55])[C:26]4=[CH:27][C:28]=3[O:29][CH3:30])[CH:39]=[CH:40][CH2:41][N:36]7[CH2:35][CH2:34]6)[C:8]3[NH:16][C:15]4[CH:14]=[CH:13][C:12]([F:17])=[CH:11][C:10]=4[C:9]=3[CH2:18][CH2:19]2)[CH:4]=1.Cl.C(C[OH:66])(F)(F)F.[BH4-].[Na+]. The catalyst is O.O.O.O.O.O.O.C([O-])(=O)C([O-])=O.[Fe+3].C([O-])(=O)C([O-])=O.C([O-])(=O)C([O-])=O.[Fe+3].CCOC(C)=O.CO.CCN(CC)CC. The product is [CH3:1][CH2:2][C@@:3]1([OH:66])[CH2:22][N:20]2[CH2:21][C@@H:5]([CH2:6][C@:7]([C:56]([O:58][CH3:59])=[O:57])([C:23]3[CH:24]=[C:25]4[C@:33]56[C@@H:37]7[C@:38]([CH2:53][CH3:54])([C@@H:42]([O:49][C:50]([CH3:52])=[O:51])[C@:43]([OH:48])([C:44]([O:46][CH3:47])=[O:45])[C@@H:32]5[N:31]([CH3:55])[C:26]4=[CH:27][C:28]=3[O:29][CH3:30])[CH:39]=[CH:40][CH2:41][N:36]7[CH2:35][CH2:34]6)[C:8]3[NH:16][C:15]4[CH:14]=[CH:13][C:12]([F:17])=[CH:11][C:10]=4[C:9]=3[CH2:18][CH2:19]2)[CH2:4]1. The yield is 0.390. (3) The reactants are [C:1]1([CH2:7][O:8][C:9]2[CH:17]=[CH:16][CH:15]=[CH:14][C:10]=2[C:11]([OH:13])=[O:12])[CH:6]=[CH:5][CH:4]=[CH:3][CH:2]=1.[O:18]([CH2:26][C@H:27](O)[CH3:28])[Si:19]([C:22]([CH3:25])([CH3:24])[CH3:23])([CH3:21])[CH3:20].Cl.CN(C)CCCN=C=NCC. The catalyst is CN(C)C1C=CN=CC=1.ClCCl. The product is [C:1]1([CH2:7][O:8][C:9]2[CH:17]=[CH:16][CH:15]=[CH:14][C:10]=2[C:11]([O:13][C@H:27]([CH3:28])[CH2:26][O:18][Si:19]([C:22]([CH3:25])([CH3:24])[CH3:23])([CH3:21])[CH3:20])=[O:12])[CH:2]=[CH:3][CH:4]=[CH:5][CH:6]=1. The yield is 0.290.